From a dataset of Forward reaction prediction with 1.9M reactions from USPTO patents (1976-2016). Predict the product of the given reaction. (1) Given the reactants [OH:1][CH2:2][CH:3]1[CH2:7][CH2:6][CH2:5][NH:4]1.[C:8]([C:10]1[C:18]2[C:13](=[CH:14][CH:15]=[C:16]([CH2:19][CH2:20][NH:21][C:22](=[O:36])[C:23]3[CH:28]=[CH:27][C:26]([C:29]4[CH:34]=[CH:33][N:32]=[C:31](Cl)[N:30]=4)=[CH:25][CH:24]=3)[CH:17]=2)[NH:12][CH:11]=1)#[N:9], predict the reaction product. The product is: [C:8]([C:10]1[C:18]2[C:13](=[CH:14][CH:15]=[C:16]([CH2:19][CH2:20][NH:21][C:22](=[O:36])[C:23]3[CH:28]=[CH:27][C:26]([C:29]4[CH:34]=[CH:33][N:32]=[C:31]([N:4]5[CH2:5][CH2:6][CH2:7][CH:3]5[CH2:2][OH:1])[N:30]=4)=[CH:25][CH:24]=3)[CH:17]=2)[NH:12][CH:11]=1)#[N:9]. (2) Given the reactants [CH3:1][O:2][C:3](=[O:12])[NH:4][CH:5]1[CH:10]([CH3:11])[CH2:9][CH2:8][NH:7][CH2:6]1.C(N(CC)CC)C.[C:20](Cl)([C:33]1[CH:38]=[CH:37][CH:36]=[CH:35][CH:34]=1)([C:27]1[CH:32]=[CH:31][CH:30]=[CH:29][CH:28]=1)[C:21]1[CH:26]=[CH:25][CH:24]=[CH:23][CH:22]=1.O, predict the reaction product. The product is: [C:20]([N:7]1[CH2:8][CH2:9][CH:10]([CH3:11])[CH:5]([NH:4][C:3](=[O:12])[O:2][CH3:1])[CH2:6]1)([C:21]1[CH:26]=[CH:25][CH:24]=[CH:23][CH:22]=1)([C:33]1[CH:34]=[CH:35][CH:36]=[CH:37][CH:38]=1)[C:27]1[CH:28]=[CH:29][CH:30]=[CH:31][CH:32]=1.